The task is: Predict the reaction yield, written as a fraction of the theoretical maximum amount of product (1.0 means a 100% yield; for example, 0.34 means a 34% yield).. This data is from Reaction yield outcomes from USPTO patents with 853,638 reactions. (1) The reactants are [CH3:1][C@@:2]1([CH2:13][N:14]2[CH2:19][CH2:18][CH:17]([NH:20][C:21](=O)OC(C)(C)C)[CH2:16][CH2:15]2)[O:6][C:5]2=[N:7][C:8]([N+:10]([O-:12])=[O:11])=[CH:9][N:4]2[CH2:3]1.FC(F)(F)C(O)=O.[F:35][C:36]([F:46])([F:45])[C:37]1[CH:44]=[CH:43][C:40](C=O)=[CH:39][CH:38]=1.[B-]C#N.[Na+].C(O)(=O)C. The catalyst is C(Cl)Cl. The product is [CH3:1][C@@:2]1([CH2:13][N:14]2[CH2:15][CH2:16][CH:17]([NH:20][CH2:21][C:40]3[CH:43]=[CH:44][C:37]([C:36]([F:46])([F:45])[F:35])=[CH:38][CH:39]=3)[CH2:18][CH2:19]2)[O:6][C:5]2=[N:7][C:8]([N+:10]([O-:12])=[O:11])=[CH:9][N:4]2[CH2:3]1. The yield is 0.220. (2) The reactants are [F:1][C:2]1[CH:7]=[CH:6][C:5]([CH2:8][C:9]([N:11]2[CH2:15][CH:14]([N:16]3[CH2:21][CH2:20][O:19][CH2:18][CH2:17]3)[CH2:13][N:12]2[C:22]([C:24]2[CH:29]=[CH:28][N:27]=[C:26]([O:30][C:31]3[CH:36]=[CH:35][CH:34]=[CH:33][CH:32]=3)[N:25]=2)=O)=[O:10])=[CH:4][CH:3]=1.[H-].[Na+]. The catalyst is CN(C=O)C. The product is [F:1][C:2]1[CH:3]=[CH:4][C:5]([C:8]2[C:9](=[O:10])[N:11]3[CH2:15][CH:14]([N:16]4[CH2:17][CH2:18][O:19][CH2:20][CH2:21]4)[CH2:13][N:12]3[C:22]=2[C:24]2[CH:29]=[CH:28][N:27]=[C:26]([O:30][C:31]3[CH:32]=[CH:33][CH:34]=[CH:35][CH:36]=3)[N:25]=2)=[CH:6][CH:7]=1. The yield is 0.200. (3) The reactants are [Cl:1][C:2]1[CH:3]=[C:4]([CH:13]=[CH:14][CH:15]=1)[CH2:5][C:6]1[N:11]=[CH:10][C:9]([NH2:12])=[CH:8][N:7]=1.C(O[CH:19]=[C:20]([C:26]([O:28][CH2:29][CH3:30])=[O:27])[C:21]([O:23][CH2:24][CH3:25])=[O:22])C. No catalyst specified. The product is [CH2:24]([O:23][C:21](=[O:22])[C:20](=[CH:19][NH:12][C:9]1[CH:10]=[N:11][C:6]([CH2:5][C:4]2[CH:13]=[CH:14][CH:15]=[C:2]([Cl:1])[CH:3]=2)=[N:7][CH:8]=1)[C:26]([O:28][CH2:29][CH3:30])=[O:27])[CH3:25]. The yield is 1.00. (4) The yield is 0.450. The product is [CH3:1][C:2]1[C:11]2[C:10](=[O:15])[CH2:9][C:8]([CH3:7])([CH3:16])[CH2:13][C:12]=2[NH:5][CH:4]=1. The reactants are [CH3:1][C:2](/[CH:4]=[N:5]/O)=O.[CH3:7][C:8]1([CH3:16])[CH2:13][C:12](=O)[CH2:11][C:10](=[O:15])[CH2:9]1. The catalyst is OC(C)=O.O.[Zn]. (5) The reactants are [NH2:1][C:2]1[C:3]2[C:10]([C:11]3[CH:12]=[C:13]([NH:17][C:18](=[O:25])[C:19]4[CH:24]=[CH:23][CH:22]=[CH:21][CH:20]=4)[CH:14]=[CH:15][CH:16]=3)=[CH:9][N:8]([CH2:26][CH2:27][CH:28]=[CH2:29])[C:4]=2[N:5]=[CH:6][N:7]=1.C1C(=O)N([Br:37])C(=O)C1.CCOC(C)=O. The catalyst is CN(C=O)C. The product is [NH2:1][C:2]1[C:3]2[C:10]([C:11]3[CH:12]=[C:13]([NH:17][C:18](=[O:25])[C:19]4[CH:20]=[CH:21][CH:22]=[CH:23][CH:24]=4)[CH:14]=[CH:15][CH:16]=3)=[C:9]([Br:37])[N:8]([CH2:26][CH2:27][CH:28]=[CH2:29])[C:4]=2[N:5]=[CH:6][N:7]=1. The yield is 0.900.